The task is: Regression. Given two drug SMILES strings and cell line genomic features, predict the synergy score measuring deviation from expected non-interaction effect.. This data is from NCI-60 drug combinations with 297,098 pairs across 59 cell lines. Drug 1: COC1=C(C=C2C(=C1)N=CN=C2NC3=CC(=C(C=C3)F)Cl)OCCCN4CCOCC4. Drug 2: CC1=C(C=C(C=C1)NC(=O)C2=CC=C(C=C2)CN3CCN(CC3)C)NC4=NC=CC(=N4)C5=CN=CC=C5. Cell line: HL-60(TB). Synergy scores: CSS=11.4, Synergy_ZIP=7.48, Synergy_Bliss=12.7, Synergy_Loewe=3.74, Synergy_HSA=5.93.